From a dataset of Catalyst prediction with 721,799 reactions and 888 catalyst types from USPTO. Predict which catalyst facilitates the given reaction. (1) The catalyst class is: 9. Product: [Si:18]([O:31][CH2:32][CH:33]([F:36])[CH2:34][N:10]1[C:11]2[C:6](=[CH:5][CH:4]=[C:3]([O:2][CH3:1])[CH:12]=2)[N:7]=[CH:8][C:9]1=[O:13])([C:14]([CH3:16])([CH3:17])[CH3:15])([C:25]1[CH:26]=[CH:27][CH:28]=[CH:29][CH:30]=1)[C:19]1[CH:20]=[CH:21][CH:22]=[CH:23][CH:24]=1. Reactant: [CH3:1][O:2][C:3]1[CH:12]=[C:11]2[C:6]([N:7]=[CH:8][C:9](=[O:13])[NH:10]2)=[CH:5][CH:4]=1.[C:14]([Si:18]([O:31][CH2:32][CH:33]([F:36])[CH2:34]I)([C:25]1[CH:30]=[CH:29][CH:28]=[CH:27][CH:26]=1)[C:19]1[CH:24]=[CH:23][CH:22]=[CH:21][CH:20]=1)([CH3:17])([CH3:16])[CH3:15].C(=O)([O-])[O-].[Cs+].[Cs+].O. (2) Reactant: [Cl:1][C:2]1[CH:11]=[C:10]2[C:5]([CH:6]=[CH:7][C:8](/[CH:12]=[CH:13]/[C:14]3[CH:15]=[C:16]([CH:19]=[CH:20][CH:21]=3)[CH:17]=O)=[N:9]2)=[CH:4][CH:3]=1.[SH:22][C@@H:23]([CH3:29])[C@@H:24]([CH3:28])[C:25]([OH:27])=[O:26].[OH2:30]. Product: [Cl:1][C:2]1[CH:11]=[C:10]2[C:5]([CH:6]=[CH:7][C:8](/[CH:12]=[CH:13]/[C:14]3[CH:15]=[C:16]([CH:17]([S:22][C@@H:23]([CH3:29])[C@@H:24]([CH3:28])[C:25]([OH:26])=[O:30])[S:22][C@@H:23]([CH3:29])[C@@H:24]([CH3:28])[C:25]([OH:27])=[O:26])[CH:19]=[CH:20][CH:21]=3)=[N:9]2)=[CH:4][CH:3]=1. The catalyst class is: 55. (3) Reactant: [Cl-].[Al+3].[Cl-].[Cl-].[N-:5]=[N+:6]=[N-:7].[Na+].[N:9]([C:12]1[CH:17]=[CH:16][CH:15]=[CH:14][C:13]=1[CH3:18])=[C:10]=[O:11].N([O-])=O.[Na+].Cl. Product: [CH3:18][C:13]1[CH:14]=[CH:15][CH:16]=[CH:17][C:12]=1[N:9]1[C:10](=[O:11])[NH:7][N:6]=[N:5]1. The catalyst class is: 145. (4) Reactant: [CH3:1][O:2][C:3]1[CH:8]=[C:7]([O:9][CH3:10])[C:6]([O:11][CH3:12])=[CH:5][C:4]=1[O:13][CH3:14].CN(C)P(N(C)C)(N(C)C)=O.C([Li])CCC.Br[CH2:32][CH2:33][CH2:34][CH2:35][CH2:36][CH2:37][CH2:38][CH2:39][CH2:40][CH2:41][CH2:42][CH2:43][CH3:44]. Product: [CH3:14][O:13][C:4]1[CH:5]=[C:6]([O:11][CH3:12])[C:7]([O:9][CH3:10])=[C:8]([CH2:44][CH2:43][CH2:42][CH2:41][CH2:40][CH2:39][CH2:38][CH2:37][CH2:36][CH2:35][CH2:34][CH2:33][CH3:32])[C:3]=1[O:2][CH3:1]. The catalyst class is: 1. (5) Reactant: [C:1]1([N:7]2[C:11]3[CH:12]=[CH:13][CH:14]=[CH:15][C:10]=3[N:9]=[C:8]2[C@@H:16]([NH2:18])[CH3:17])[CH:6]=[CH:5][CH:4]=[CH:3][CH:2]=1.Cl[C:20]1[C:21]2[CH:28]=[CH:27][S:26][C:22]=2[N:23]=[CH:24][N:25]=1.C(N(C(C)C)C(C)C)C. Product: [C:1]1([N:7]2[C:11]3[CH:12]=[CH:13][CH:14]=[CH:15][C:10]=3[N:9]=[C:8]2[C@@H:16]([NH:18][C:20]2[C:21]3[CH:28]=[CH:27][S:26][C:22]=3[N:23]=[CH:24][N:25]=2)[CH3:17])[CH:2]=[CH:3][CH:4]=[CH:5][CH:6]=1. The catalyst class is: 51. (6) Reactant: OS([O-])(=O)=O.[K+].[CH3:7][C:8]([S@@:11]([NH2:13])=[O:12])([CH3:10])[CH3:9].[CH:14]([C:16]1[CH:23]=[CH:22][C:19]([C:20]#[N:21])=[CH:18][CH:17]=1)=O. Product: [C:8]([S+:11](/[N:13]=[CH:14]/[C:16]1[CH:23]=[CH:22][C:19]([C:20]#[N:21])=[CH:18][CH:17]=1)[O-:12])([CH3:10])([CH3:9])[CH3:7]. The catalyst class is: 11. (7) Reactant: [F:1][C:2]1[C:10]([CH:11]=O)=[CH:9][CH:8]=[C:7]2[C:3]=1[CH:4]=[N:5][NH:6]2.[NH2:13]/[C:14](/[CH3:18])=[CH:15]\[C:16]#[N:17]. Product: [F:1][C:2]1[C:10]([CH:11]2[C:15]([C:16]#[N:17])=[C:14]([CH3:18])[NH:13][C:2]([CH3:10])=[C:3]2[C:4]#[N:5])=[CH:9][CH:8]=[C:7]2[C:3]=1[CH:4]=[N:5][NH:6]2. The catalyst class is: 342. (8) Reactant: C([O:3][C:4](=[O:23])[CH2:5][C:6]1[NH:11][C:10]2[CH:12]=[CH:13][C:14]([NH:16][S:17]([CH3:20])(=[O:19])=[O:18])=[CH:15][C:9]=2[S:8](=[O:22])(=[O:21])[CH:7]=1)C.[OH-].[Li+]. Product: [CH3:20][S:17]([NH:16][C:14]1[CH:13]=[CH:12][C:10]2[NH:11][C:6]([CH2:5][C:4]([OH:23])=[O:3])=[CH:7][S:8](=[O:21])(=[O:22])[C:9]=2[CH:15]=1)(=[O:18])=[O:19]. The catalyst class is: 5. (9) Reactant: [H-].[Al+3].[Li+].[H-].[H-].[H-].C[O:8][C:9](=O)[C:10]1[CH:15]=[CH:14][CH:13]=[CH:12][C:11]=1[O:16][C:17]1[CH:22]=[CH:21][CH:20]=[CH:19][CH:18]=1.CO.S([O-])([O-])(=O)=O.[Mg+2]. Product: [O:16]([C:11]1[CH:12]=[CH:13][CH:14]=[CH:15][C:10]=1[CH2:9][OH:8])[C:17]1[CH:18]=[CH:19][CH:20]=[CH:21][CH:22]=1. The catalyst class is: 1. (10) Reactant: [N+:1]([C:4]1[CH:5]=[C:6]([C:11]2[S:15][CH:14]=[N:13][CH:12]=2)[C:7]([OH:10])=[N:8][CH:9]=1)([O-])=O. Product: [NH2:1][C:4]1[CH:5]=[C:6]([C:11]2[S:15][CH:14]=[N:13][CH:12]=2)[C:7]([OH:10])=[N:8][CH:9]=1. The catalyst class is: 19.